This data is from Reaction yield outcomes from USPTO patents with 853,638 reactions. The task is: Predict the reaction yield, written as a fraction of the theoretical maximum amount of product (1.0 means a 100% yield; for example, 0.34 means a 34% yield). (1) The reactants are Br[CH2:2][C:3]1[CH:8]=[CH:7][C:6]([Cl:9])=[C:5]([O:10][CH3:11])[CH:4]=1.[C-:12]#[N:13].[Na+]. The catalyst is C(O)C. The product is [Cl:9][C:6]1[CH:7]=[CH:8][C:3]([CH2:2][C:12]#[N:13])=[CH:4][C:5]=1[O:10][CH3:11]. The yield is 0.480. (2) The reactants are [C:1]1([C:20]2[CH:25]=[CH:24][CH:23]=[CH:22][CH:21]=2)[CH:6]=[CH:5][C:4]([N:7]2[C:19]3[CH:18]=[CH:17][CH:16]=[CH:15][C:14]=3[C:13]3[C:8]2=[CH:9][CH:10]=[CH:11][CH:12]=3)=[CH:3][CH:2]=1.[Br:26]N1C(=O)CCC1=O. The catalyst is C(Cl)(Cl)Cl. The product is [Br:26][C:16]1[CH:17]=[CH:18][C:19]2[N:7]([C:4]3[CH:5]=[CH:6][C:1]([C:20]4[CH:21]=[CH:22][CH:23]=[CH:24][CH:25]=4)=[CH:2][CH:3]=3)[C:8]3[C:13]([C:14]=2[CH:15]=1)=[CH:12][CH:11]=[CH:10][CH:9]=3. The yield is 0.950.